The task is: Regression. Given a peptide amino acid sequence and an MHC pseudo amino acid sequence, predict their binding affinity value. This is MHC class II binding data.. This data is from Peptide-MHC class II binding affinity with 134,281 pairs from IEDB. The peptide sequence is EKKLFAATQFEPLAA. The MHC is HLA-DQA10401-DQB10402 with pseudo-sequence HLA-DQA10401-DQB10402. The binding affinity (normalized) is 0.401.